From a dataset of Forward reaction prediction with 1.9M reactions from USPTO patents (1976-2016). Predict the product of the given reaction. (1) The product is: [Br:1][C:2]1[CH:7]=[C:6]([F:8])[CH:5]=[C:4]([F:9])[C:3]=1[N:11]1[CH2:15][CH2:14][CH2:13][CH2:12]1. Given the reactants [Br:1][C:2]1[CH:7]=[C:6]([F:8])[CH:5]=[C:4]([F:9])[C:3]=1F.[NH:11]1[CH2:15][CH2:14][CH2:13][CH2:12]1, predict the reaction product. (2) Given the reactants [OH:1]/[N:2]=[C:3](\Cl)/[C:4]1[CH:9]=[CH:8][C:7]([F:10])=[CH:6][CH:5]=1.[C:12]([O:17][CH2:18][CH3:19])(=[O:16])[C:13]#[C:14][CH3:15].C(N(CC)CC)C, predict the reaction product. The product is: [CH2:18]([O:17][C:12]([C:13]1[C:3]([C:4]2[CH:9]=[CH:8][C:7]([F:10])=[CH:6][CH:5]=2)=[N:2][O:1][C:14]=1[CH3:15])=[O:16])[CH3:19]. (3) Given the reactants [Cl:1][C:2]1[CH:43]=[CH:42][C:5]([CH2:6][CH2:7][NH:8][C:9]([C:11]2[CH:41]=[CH:40][C:14]([O:15][C:16]3[CH:21]=[CH:20][C:19]([CH2:22][C:23]([O:25]C(C)(C)C)=[O:24])=[CH:18][C:17]=3[CH2:30][NH:31][C:32](=[O:39])[C:33]3[CH:38]=[CH:37][CH:36]=[N:35][CH:34]=3)=[CH:13][CH:12]=2)=[O:10])=[CH:4][CH:3]=1.C(O)(C(F)(F)F)=O, predict the reaction product. The product is: [Cl:1][C:2]1[CH:3]=[CH:4][C:5]([CH2:6][CH2:7][NH:8][C:9]([C:11]2[CH:12]=[CH:13][C:14]([O:15][C:16]3[CH:21]=[CH:20][C:19]([CH2:22][C:23]([OH:25])=[O:24])=[CH:18][C:17]=3[CH2:30][NH:31][C:32](=[O:39])[C:33]3[CH:38]=[CH:37][CH:36]=[N:35][CH:34]=3)=[CH:40][CH:41]=2)=[O:10])=[CH:42][CH:43]=1. (4) Given the reactants C(OC([N:11]1[C:16]2[CH:17]=[C:18](Cl)[CH:19]=[C:20]([N:21]3[CH2:26][CH2:25][N:24]([C:27]([O:29][C:30]([CH3:33])([CH3:32])[CH3:31])=[O:28])[CH2:23][CH2:22]3)[C:15]=2[O:14][CH2:13][CH2:12]1)=O)C1C=CC=CC=1, predict the reaction product. The product is: [C:30]([O:29][C:27]([N:24]1[CH2:25][CH2:26][N:21]([C:20]2[C:15]3[O:14][CH2:13][CH2:12][NH:11][C:16]=3[CH:17]=[CH:18][CH:19]=2)[CH2:22][CH2:23]1)=[O:28])([CH3:33])([CH3:31])[CH3:32]. (5) Given the reactants [CH3:1][O:2][CH2:3][CH2:4][O:5][CH2:6][CH2:7]O.[C:9]([OH:17])(=[O:16])[C:10]1[CH:15]=[CH:14][CH:13]=[CH:12][CH:11]=1, predict the reaction product. The product is: [C:9]([O:17][CH2:7][CH2:6][O:5][CH2:4][CH2:3][O:2][CH3:1])(=[O:16])[C:10]1[CH:15]=[CH:14][CH:13]=[CH:12][CH:11]=1. (6) The product is: [OH:52][C@H:14]([C@@H:13]([OH:38])[C:6]1[C:5]2[C:10](=[CH:11][CH:12]=[C:3]([O:2][CH3:1])[N:4]=2)[N:9]=[CH:8][CH:7]=1)[C:15]([NH:17][CH2:18][C@H:19]1[O:23][C:22](=[O:24])[N:21]([C:25]2[CH:26]=[CH:27][C:28]3[S:33][CH2:32][C:31](=[O:34])[NH:30][C:29]=3[CH:35]=2)[CH2:20]1)=[O:16]. Given the reactants [CH3:1][O:2][C:3]1[N:4]=[C:5]2[C:10](=[CH:11][CH:12]=1)[N:9]=[CH:8][CH:7]=[C:6]2/[CH:13]=[CH:14]/[C:15]([NH:17][CH2:18][C@H:19]1[O:23][C:22](=[O:24])[N:21]([C:25]2[CH:26]=[CH:27][C:28]3[S:33][CH2:32][C:31](=[O:34])[NH:30][C:29]=3[CH:35]=2)[CH2:20]1)=[O:16].CS(N)(=O)=[O:38].CC(N(C)C)=O.CC(O)(C)C.[OH2:52], predict the reaction product.